Dataset: Forward reaction prediction with 1.9M reactions from USPTO patents (1976-2016). Task: Predict the product of the given reaction. (1) The product is: [CH3:1][C@H:2]1[CH2:7][N:6]([CH2:42][C:41]2[CH:44]=[CH:45][CH:46]=[C:39]([F:38])[CH:40]=2)[C@H:5]([CH3:8])[CH2:4][N:3]1[C@H:9]([C:16]1[CH:17]=[CH:18][C:19]([C:20]([N:22]([CH2:25][CH3:26])[CH2:23][CH3:24])=[O:21])=[CH:27][CH:28]=1)[C:10]1[CH:11]=[CH:12][CH:13]=[CH:14][CH:15]=1. Given the reactants [CH3:1][C@H:2]1[CH2:7][NH:6][C@H:5]([CH3:8])[CH2:4][N:3]1[C@H:9]([C:16]1[CH:28]=[CH:27][C:19]([C:20]([N:22]([CH2:25][CH3:26])[CH2:23][CH3:24])=[O:21])=[CH:18][CH:17]=1)[C:10]1[CH:15]=[CH:14][CH:13]=[CH:12][CH:11]=1.[I-].[Na+].C(N(CC)CC)C.[F:38][C:39]1[CH:40]=[C:41]([CH:44]=[CH:45][CH:46]=1)[CH2:42]Br.FC(Br)C1C=CC=CC=1, predict the reaction product. (2) Given the reactants [C:1]1([CH2:7][C:8]([CH3:10])=[O:9])[CH:6]=[CH:5][CH:4]=[CH:3][CH:2]=1.[OH-].[K+].[CH3:13][C:14]1[CH:19]=[CH:18][CH:17]=[CH:16][CH:15]=1.[CH2:20](Cl)Cl, predict the reaction product. The product is: [CH3:13][C:14]1[CH:19]=[CH:18][C:17]([CH2:20][CH:7]([C:1]2[CH:6]=[CH:5][CH:4]=[CH:3][CH:2]=2)[C:8](=[O:9])[CH3:10])=[CH:16][CH:15]=1. (3) Given the reactants N1CCC(C2C3C(=CC=CC=3)NC=2)CC1.C(OC(C1OC(C[Br:27])=CC=1)=O)C.[F:28][C:29]1[CH:59]=[CH:58][C:32]([CH2:33]N2C3C(=CC=CC=3)C(C3CCN(CC4OC(C(O)=O)=CC=4)CC3)=C2)=[CH:31][CH:30]=1, predict the reaction product. The product is: [F:28][C:29]1[CH:59]=[CH:58][C:32]([CH2:33][Br:27])=[CH:31][CH:30]=1. (4) Given the reactants [Cl:1][C:2]1[C:7]([F:8])=[C:6]([N+:9]([O-])=O)[CH:5]=[CH:4][C:3]=1[OH:12].CO.[NH4+].[Cl-], predict the reaction product. The product is: [NH2:9][C:6]1[CH:5]=[CH:4][C:3]([OH:12])=[C:2]([Cl:1])[C:7]=1[F:8]. (5) Given the reactants [C:1]([C:5]1[CH:6]=[C:7]([NH:17][C:18]([NH:20][C:21]2[C:30]3[C:25](=[CH:26][CH:27]=[CH:28][CH:29]=3)[C:24]([O:31][C:32]3[CH:37]=[CH:36][N:35]=[C:34]([NH:38][C:39]4[CH:44]=[CH:43][CH:42]=[CH:41][CH:40]=4)[N:33]=3)=[CH:23][CH:22]=2)=[O:19])[C:8]([O:15][CH3:16])=[C:9]([CH:14]=1)[C:10]([O:12]C)=[O:11])([CH3:4])([CH3:3])[CH3:2].[OH-].[Na+].CO.Cl, predict the reaction product. The product is: [C:1]([C:5]1[CH:6]=[C:7]([NH:17][C:18]([NH:20][C:21]2[C:30]3[C:25](=[CH:26][CH:27]=[CH:28][CH:29]=3)[C:24]([O:31][C:32]3[CH:37]=[CH:36][N:35]=[C:34]([NH:38][C:39]4[CH:44]=[CH:43][CH:42]=[CH:41][CH:40]=4)[N:33]=3)=[CH:23][CH:22]=2)=[O:19])[C:8]([O:15][CH3:16])=[C:9]([CH:14]=1)[C:10]([OH:12])=[O:11])([CH3:4])([CH3:2])[CH3:3].